This data is from Drug-target binding data from BindingDB using IC50 measurements. The task is: Regression. Given a target protein amino acid sequence and a drug SMILES string, predict the binding affinity score between them. We predict pIC50 (pIC50 = -log10(IC50 in M); higher means more potent). Dataset: bindingdb_ic50. The small molecule is N#Cc1c(NS(=O)(=O)c2ccccc2)n(Cc2ccccc2)c2nc3ccccc3nc12. The target protein (P25044) has sequence MAAAPWYIRQRDTDLLGKFKFIQNQEDGRLREATNGTVNSRWSLGVSIEPRNDARNRYVNIMPYERNRVHLKTLSGNDYINASYVKVNVPGQSIEPGYYIATQGPTRKTWDQFWQMCYHNCPLDNIVIVMVTPLVEYNREKCYQYWPRGGVDDTVRIASKWESPGGANDMTQFPSDLKIEFVNVHKVKDYYTVTDIKLTPTDPLVGPVKTVHHFYFDLWKDMNKPEEVVPIMELCAHSHSLNSRGNPIIVHCSAGVGRTGTFIALDHLMHDTLDFKNITERSRHSDRATEEYTRDLIEQIVLQLRSQRMKMVQTKDQFLFIYHAAKYLNSLSVNQ. The pIC50 is 4.0.